From a dataset of Forward reaction prediction with 1.9M reactions from USPTO patents (1976-2016). Predict the product of the given reaction. (1) Given the reactants [C:1]([C:5]1[NH:6][C:7]([C:11]2[CH:16]=[CH:15][C:14]([CH3:17])=[CH:13][CH:12]=2)=[C:8]([NH2:10])[N:9]=1)([CH3:4])([CH3:3])[CH3:2].Cl[C:19]([O:21][CH2:22][C:23]([Cl:26])([Cl:25])[Cl:24])=[O:20], predict the reaction product. The product is: [Cl:24][C:23]([Cl:26])([Cl:25])[CH2:22][O:21][C:19](=[O:20])[NH:10][C:8]1[N:9]=[C:5]([C:1]([CH3:4])([CH3:3])[CH3:2])[NH:6][C:7]=1[C:11]1[CH:12]=[CH:13][C:14]([CH3:17])=[CH:15][CH:16]=1. (2) Given the reactants [F:1][C:2]1[CH:11]=[CH:10][C:9](OC)=[C:8]2[C:3]=1[CH2:4][CH2:5][CH:6]([NH2:14])[CH2:7]2.NC1[CH2:25][C:24]2[C:23](C(N)=O)=[CH:22][CH:21]=[C:20](F)[C:19]=2CC1.FC1C=CC(OC)=C2C=1CCC(=O)C2.C(NC1CCC2C(=C(OC)C=CC=2F)C1)C1C=CC=CC=1.[O-]S(C(F)(F)F)(=O)=O.[C]=O.C1C=CC(P(C2C=CC=CC=2)CCCP(C2C=CC=CC=2)C2C=CC=CC=2)=CC=1.C[O:105][C:106](C1C2CC(NCC3C=CC=CC=3)CCC=2C(F)=CC=1)=[O:107], predict the reaction product. The product is: [CH2:25]([NH:14][CH:6]1[CH2:7][C:8]2[C:9]([C:106]([OH:107])=[O:105])=[CH:10][CH:11]=[C:2]([F:1])[C:3]=2[CH2:4][CH2:5]1)[C:24]1[CH:19]=[CH:20][CH:21]=[CH:22][CH:23]=1.